From a dataset of Full USPTO retrosynthesis dataset with 1.9M reactions from patents (1976-2016). Predict the reactants needed to synthesize the given product. (1) Given the product [F:1][C:6]1[CH:25]=[C:24]([N+:26]([O-:28])=[O:27])[CH:23]=[CH:22][C:7]=1[C:8]([NH:10][CH2:11][C:12]([O:14][CH2:15][C:16]1[CH:21]=[CH:20][CH:19]=[CH:18][CH:17]=1)=[O:13])=[O:9], predict the reactants needed to synthesize it. The reactants are: [F-:1].[K+].[N+]([C:6]1[CH:25]=[C:24]([N+:26]([O-:28])=[O:27])[CH:23]=[CH:22][C:7]=1[C:8]([NH:10][CH2:11][C:12]([O:14][CH2:15][C:16]1[CH:21]=[CH:20][CH:19]=[CH:18][CH:17]=1)=[O:13])=[O:9])([O-])=O.C1OCCOCCOCCOCCOCCOC1.O. (2) Given the product [CH:16]1([CH2:20][S:21]([N:9]2[CH2:8][CH2:7][C:6]3([C:4](=[O:5])[N:33]([C:32]4[CH:31]=[CH:30][C:29]([O:28][CH:25]([CH3:27])[CH3:26])=[CH:35][CH:34]=4)[CH2:13][CH2:12]3)[CH2:11][CH2:10]2)(=[O:23])=[O:22])[CH2:19][CH2:18][CH2:17]1, predict the reactants needed to synthesize it. The reactants are: C(O[C:4]([C:6]1([CH2:12][CH2:13]OC)[CH2:11][CH2:10][NH:9][CH2:8][CH2:7]1)=[O:5])C.[CH:16]1([CH2:20][S:21](Cl)(=[O:23])=[O:22])[CH2:19][CH2:18][CH2:17]1.[CH:25]([O:28][C:29]1[CH:35]=[CH:34][C:32]([NH2:33])=[CH:31][CH:30]=1)([CH3:27])[CH3:26].